This data is from Experimentally validated miRNA-target interactions with 360,000+ pairs, plus equal number of negative samples. The task is: Binary Classification. Given a miRNA mature sequence and a target amino acid sequence, predict their likelihood of interaction. (1) The miRNA is hsa-miR-2681-5p with sequence GUUUUACCACCUCCAGGAGACU. The protein sequence of the target gene is MWLRSHRQLCLAFLLVCVLSVIFFLHIHQDSFPHGLGLSILCPDRRLVTPPVAIFCLPGTAMGPNASSSCPQHPASLSGTWTVYPNGRFGNQMGQYATLLALAQLNGRRAFILPAMHAALAPVFRITLPVLAPEVDSRTPWRELQLHDWMSEEYADLRDPFLKLSGFPCSWTFFHHLREQIRREFTLHDHLREEAQSVLGQLRLGRTGDRPRTFVGVHVRRGDYLQVMPQRWKGVVGDSAYLRQAMDWFRARHEAPVFVVTSNGMEWCKENIDTSQGDVTFAGDGQEATPWKDFALLTQC.... Result: 0 (no interaction). (2) The miRNA is mmu-miR-15b-5p with sequence UAGCAGCACAUCAUGGUUUACA. The protein sequence of the target gene is MSSGGRFNFDDGGSYCGGWEDGKAHGHGVCTGPKGQGEYTGSWSHGFEVLGVYTWPSGNTYQGTWAQGKRHGIGLESKGKWVYKGEWTHGFKGRYGVRECAGNGAKYEGTWSNGLQDGYGTETYSDGGTYQGQWVGGMRQGYGVRQSVPYGMAAVIRSPLRTSINSLRSEHTNGTALHPDASPAVAGSPAVSRGGFVLVAHSDSEILKSKKKGLFRRSLLSGLKLRKSESKSSLASQRSKQSSFRSEAGMSTVSSTASDIHSTISLGEAEAELAVIEDDIDATTTETYVGEWKNDKRSGF.... Result: 0 (no interaction). (3) The miRNA is hsa-miR-548f-5p with sequence UGCAAAAGUAAUCACAGUUUUU. The protein sequence of the target gene is MLSRALLCLALAWAARVGADALEEEDNVLVLKKSNFEEALAAHKYLLVEFYAPWCGHCKALAPEYAKAAAKLKAEGSEIRLAKVDATEESDLAQQYGVRGYPTIKFFKNGDTASPKEYTAGREADDIVNWLKKRTGPAATTLSDTAAAESLVDSSEVTVIGFFKDVESDSAKQFLLAAEAIDDIPFGITSNSGVFSKYQLDKDGVVLFKKFDEGRNNFEGEITKEKLLDFIKHNQLPLVIEFTEQTAPKIFGGEIKTHILLFLPKSVSDYDGKLSSFKRAAEGFKGKILFIFIDSDHTDN.... Result: 0 (no interaction).